From a dataset of Full USPTO retrosynthesis dataset with 1.9M reactions from patents (1976-2016). Predict the reactants needed to synthesize the given product. Given the product [Cl:27][C:26]([Cl:29])([Cl:28])[CH2:25][O:24][C:22](=[O:23])[NH:1][C:2]1[N:6]([C:7]2[CH:12]=[N:11][CH:10]=[C:9]([O:13][CH2:14][CH2:15][OH:16])[CH:8]=2)[N:5]=[C:4]([C:17]([CH3:20])([CH3:19])[CH3:18])[CH:3]=1, predict the reactants needed to synthesize it. The reactants are: [NH2:1][C:2]1[N:6]([C:7]2[CH:8]=[C:9]([O:13][CH2:14][CH2:15][OH:16])[CH:10]=[N:11][CH:12]=2)[N:5]=[C:4]([C:17]([CH3:20])([CH3:19])[CH3:18])[CH:3]=1.Cl[C:22]([O:24][CH2:25][C:26]([Cl:29])([Cl:28])[Cl:27])=[O:23].